Dataset: TCR-epitope binding with 47,182 pairs between 192 epitopes and 23,139 TCRs. Task: Binary Classification. Given a T-cell receptor sequence (or CDR3 region) and an epitope sequence, predict whether binding occurs between them. (1) The epitope is VLAWLYAAV. The TCR CDR3 sequence is CASSFDRINQPQHF. Result: 0 (the TCR does not bind to the epitope). (2) The epitope is YFPLQSYGF. The TCR CDR3 sequence is CASSETYEQYF. Result: 1 (the TCR binds to the epitope). (3) The epitope is FSKQLQQSM. The TCR CDR3 sequence is CASSLELGQGLETQYF. Result: 1 (the TCR binds to the epitope). (4) The epitope is VLWAHGFEL. The TCR CDR3 sequence is CASSQDLPGANVLTF. Result: 1 (the TCR binds to the epitope). (5) The epitope is FPRPWLHGL. The TCR CDR3 sequence is CASSLWSGVGDGYTF. Result: 1 (the TCR binds to the epitope). (6) The epitope is ITEEVGHTDLMAAY. The TCR CDR3 sequence is CASSFVNEQFF. Result: 0 (the TCR does not bind to the epitope). (7) The TCR CDR3 sequence is CASSPGQFLQPQHF. The epitope is FLNGSCGSV. Result: 0 (the TCR does not bind to the epitope).